The task is: Predict which catalyst facilitates the given reaction.. This data is from Catalyst prediction with 721,799 reactions and 888 catalyst types from USPTO. (1) Reactant: [I-].[CH:2]1([CH:5]([C:7](=[O:14])[C:8]2[CH:13]=[CH:12][CH:11]=[CH:10][CH:9]=2)[CH3:6])[CH2:4][CH2:3]1.[CH2:15]([N:17](CC)[CH2:18][CH3:19])[CH3:16].CN(C=[O:26])C. Product: [CH:2]1([CH:5]([C:7](=[O:14])[C:8]2[CH:9]=[CH:10][CH:11]=[CH:12][CH:13]=2)[CH2:6][N:17]2[CH2:18][CH2:19][C@@H:16]([OH:26])[CH2:15]2)[CH2:4][CH2:3]1. The catalyst class is: 13. (2) Reactant: [Cl:1][C:2]1[CH:3]=[C:4]([CH:7]=[CH:8][C:9]=1[O:10][CH3:11])[CH2:5][NH2:6].[Br:12][C:13]1[CH:24]=[C:17]2[C:18](OC(=O)[NH:22][C:16]2=[CH:15][CH:14]=1)=[O:19].O.C(OCC)(=O)C. Product: [NH2:22][C:16]1[CH:15]=[CH:14][C:13]([Br:12])=[CH:24][C:17]=1[C:18]([NH:6][CH2:5][C:4]1[CH:7]=[CH:8][C:9]([O:10][CH3:11])=[C:2]([Cl:1])[CH:3]=1)=[O:19]. The catalyst class is: 9. (3) Reactant: [Cl:1][C:2]1[CH:10]=[CH:9][CH:8]=[C:7]2[C:3]=1[CH:4]=[CH:5][N:6]2[CH2:11][CH2:12][O:13][CH3:14].[F:15][C:16]([F:27])([F:26])[C:17](O[C:17](=[O:18])[C:16]([F:27])([F:26])[F:15])=[O:18]. Product: [Cl:1][C:2]1[CH:10]=[CH:9][CH:8]=[C:7]2[C:3]=1[C:4]([C:17](=[O:18])[C:16]([F:27])([F:26])[F:15])=[CH:5][N:6]2[CH2:11][CH2:12][O:13][CH3:14]. The catalyst class is: 3. (4) Reactant: [N:1]1([C:7]([N:9]2[CH2:14][CH2:13][NH:12][CH:11]([C:15]([O:17][CH2:18][CH3:19])=[O:16])[CH2:10]2)=[O:8])[CH2:6][CH2:5][O:4][CH2:3][CH2:2]1.[CH2:20]([O:24][C:25]1[CH:30]=[CH:29][C:28]([S:31](Cl)(=[O:33])=[O:32])=[CH:27][CH:26]=1)[C:21]#[C:22][CH3:23].O. Product: [CH2:18]([O:17][C:15]([CH:11]1[CH2:10][N:9]([C:7]([N:1]2[CH2:6][CH2:5][O:4][CH2:3][CH2:2]2)=[O:8])[CH2:14][CH2:13][N:12]1[S:31]([C:28]1[CH:27]=[CH:26][C:25]([O:24][CH2:20][C:21]#[C:22][CH3:23])=[CH:30][CH:29]=1)(=[O:33])=[O:32])=[O:16])[CH3:19]. The catalyst class is: 17.